Dataset: Full USPTO retrosynthesis dataset with 1.9M reactions from patents (1976-2016). Task: Predict the reactants needed to synthesize the given product. (1) Given the product [CH3:1][N:2]1[C:7]([S:8]([CH3:9])=[O:24])=[CH:6][CH:5]=[C:4]([C:10]([C:12]2[C:17](=[O:18])[CH2:16][CH2:15][CH2:14][C:13]=2[OH:19])=[O:11])[C:3]1=[O:20].[CH3:1][N:2]1[C:7]([S:23]([CH3:28])(=[O:26])=[O:24])=[CH:6][CH:5]=[C:4]([C:10]([C:12]2[C:17](=[O:18])[CH2:16][CH2:15][CH2:14][C:13]=2[OH:19])=[O:11])[C:3]1=[O:20], predict the reactants needed to synthesize it. The reactants are: [CH3:1][N:2]1[C:7]([S:8][CH3:9])=[CH:6][CH:5]=[C:4]([C:10]([C:12]2[C:13](=[O:19])[CH2:14][CH2:15][CH2:16][C:17]=2[OH:18])=[O:11])[C:3]1=[O:20].OO.[S:23]([O-:26])(O)=[O:24].[Na+].[CH3:28]O. (2) Given the product [Cl:1][C:2]1[C:7]([C:8]2[O:9][C:10]([C:13]3[C:14]([C:19]4[CH:24]=[CH:23][CH:22]=[CH:21][CH:20]=4)=[N:15][O:16][C:17]=3[CH3:18])=[N:11][N:12]=2)=[CH:6][CH:5]=[C:4]([O:28][CH3:29])[N:3]=1, predict the reactants needed to synthesize it. The reactants are: [Cl:1][C:2]1[C:7]([C:8]2[O:9][C:10]([C:13]3[C:14]([C:19]4[CH:24]=[CH:23][CH:22]=[CH:21][CH:20]=4)=[N:15][O:16][C:17]=3[CH3:18])=[N:11][N:12]=2)=[CH:6][CH:5]=[C:4](Cl)[N:3]=1.[H-].[Na+].[O:28]1CCC[CH2:29]1.